From a dataset of Forward reaction prediction with 1.9M reactions from USPTO patents (1976-2016). Predict the product of the given reaction. Given the reactants [Na].Cl[C:3]1[CH:4]=[CH:5][C:6]([N+:10]([O-:12])=[O:11])=[C:7]([CH:9]=1)[NH2:8].[CH2:13]([OH:15])[CH3:14], predict the reaction product. The product is: [CH2:13]([O:15][C:3]1[CH:4]=[CH:5][C:6]([N+:10]([O-:12])=[O:11])=[C:7]([CH:9]=1)[NH2:8])[CH3:14].